Dataset: Reaction yield outcomes from USPTO patents with 853,638 reactions. Task: Predict the reaction yield, written as a fraction of the theoretical maximum amount of product (1.0 means a 100% yield; for example, 0.34 means a 34% yield). (1) The reactants are Br[C:2]1[CH:7]=[CH:6][C:5]2[C:8]3[CH2:9][N:10]([C:15]([O:17][C:18]([CH3:21])([CH3:20])[CH3:19])=[O:16])[CH2:11][CH2:12][C:13]=3[O:14][C:4]=2[CH:3]=1.[F:22][C:23]1[CH:28]=[C:27]([O:29][CH3:30])[CH:26]=[CH:25][C:24]=1[C:31]1[CH:36]=[CH:35][NH:34][C:33](=[O:37])[CH:32]=1. No catalyst specified. The product is [F:22][C:23]1[CH:28]=[C:27]([O:29][CH3:30])[CH:26]=[CH:25][C:24]=1[C:31]1[CH:36]=[CH:35][N:34]([C:2]2[CH:7]=[CH:6][C:5]3[C:8]4[CH2:9][N:10]([C:15]([O:17][C:18]([CH3:21])([CH3:20])[CH3:19])=[O:16])[CH2:11][CH2:12][C:13]=4[O:14][C:4]=3[CH:3]=2)[C:33](=[O:37])[CH:32]=1. The yield is 0.870. (2) The reactants are [C:1]([NH:5][S:6]([C:9]1[S:10][C:11]([Cl:15])=[CH:12][C:13]=1[F:14])(=[O:8])=[O:7])(C)(C)C.C1CCN2C(=NCCC2)CC1.FC(F)(F)C(O)=[O:30].[NH2:34][C:35]1[CH:40]=[CH:39][C:38]([N:41]2[C:50](=[O:51])[C:49]3[C:44](=[CH:45][CH:46]=[CH:47][CH:48]=3)[NH:43][C:42]2=[O:52])=[CH:37][CH:36]=1.C(#N)C. The catalyst is C(O)(C(F)(F)F)=O. The product is [O:52]=[C:42]1[N:41]([C:38]2[CH:39]=[CH:40][C:35]([NH:34][C:1]([NH:5][S:6]([C:9]3[S:10][C:11]([Cl:15])=[CH:12][C:13]=3[F:14])(=[O:8])=[O:7])=[O:30])=[CH:36][CH:37]=2)[C:50](=[O:51])[C:49]2[C:44](=[CH:45][CH:46]=[CH:47][CH:48]=2)[NH:43]1. The yield is 0.340.